Dataset: Forward reaction prediction with 1.9M reactions from USPTO patents (1976-2016). Task: Predict the product of the given reaction. (1) Given the reactants [OH:1][CH2:2][C@@H:3]1[NH:7][C:6](=[O:8])[CH2:5][CH2:4]1.Br[C:10]1[CH:15]=[CH:14][C:13]([C:16]([N:18]2[CH2:23][CH2:22][N:21]([C:24]3[C:29]([CH3:30])=[CH:28][C:27]([CH3:31])=[CH:26][N:25]=3)[CH2:20][CH2:19]2)=[O:17])=[C:12]([S:32]([CH3:35])(=[O:34])=[O:33])[CH:11]=1, predict the reaction product. The product is: [CH3:30][C:29]1[C:24]([N:21]2[CH2:22][CH2:23][N:18]([C:16]([C:13]3[CH:14]=[CH:15][C:10]([N:7]4[C@@H:3]([CH2:2][OH:1])[CH2:4][CH2:5][C:6]4=[O:8])=[CH:11][C:12]=3[S:32]([CH3:35])(=[O:34])=[O:33])=[O:17])[CH2:19][CH2:20]2)=[N:25][CH:26]=[C:27]([CH3:31])[CH:28]=1. (2) Given the reactants [OH:1][C:2]1[CH:10]=[C:9]([N:11]([CH3:13])[CH3:12])[CH:8]=[CH:7][C:3]=1[C:4]([OH:6])=[O:5].[CH3:14]O.S(Cl)(Cl)=O, predict the reaction product. The product is: [OH:1][C:2]1[CH:10]=[C:9]([N:11]([CH3:13])[CH3:12])[CH:8]=[CH:7][C:3]=1[C:4]([O:6][CH3:14])=[O:5]. (3) Given the reactants [NH2:1][C:2]1[CH:7]=[C:6]([Cl:8])[CH:5]=[CH:4][C:3]=1[SH:9].C(SC1C=CC(F)=CC=1[NH2:15])C.I[CH2:22][CH2:23][CH3:24], predict the reaction product. The product is: [Cl:8][C:6]1[CH:5]=[CH:4][C:3]([S:9][CH2:22][CH2:23][CH3:24])=[C:2]([NH:1][NH2:15])[CH:7]=1. (4) Given the reactants Br[C:2]1[S:3][C:4]([CH:7]=O)=[CH:5][CH:6]=1.[CH2:9]([NH:15][CH2:16][CH2:17][CH2:18][CH2:19][CH2:20][CH3:21])[CH2:10][CH2:11][CH2:12][CH2:13][CH3:14].ClC1C=CC(N)=CC=1.[C:30]([C:32]1[C:33](=[C:40]([C:43]#[N:44])[C:41]#[N:42])[O:34][C:35]([CH3:39])([CH3:38])[C:36]=1[CH3:37])#[N:31], predict the reaction product. The product is: [C:30]([C:32]1[C:33](=[C:40]([C:41]#[N:42])[C:43]#[N:44])[O:34][C:35]([CH3:38])([CH3:39])[C:36]=1[CH:37]=[CH:7][C:4]1[S:3][C:2]([N:15]([CH2:9][CH2:10][CH2:11][CH2:12][CH2:13][CH3:14])[CH2:16][CH2:17][CH2:18][CH2:19][CH2:20][CH3:21])=[CH:6][CH:5]=1)#[N:31]. (5) Given the reactants C([O:3][C:4]([C@@H:6]1[C@H:8]([C:9](=[O:39])[NH:10][C@@H:11]([CH2:35][CH:36]([CH3:38])[CH3:37])[C:12](=[O:34])[NH:13][CH2:14][CH2:15][CH2:16][CH2:17][NH:18][C:19](=[O:33])[CH2:20][CH2:21][CH2:22][CH2:23][C@H:24]2[C@@H:31]3[C@@H:27]([NH:28][C:29](=[O:32])[NH:30]3)[CH2:26][S:25]2)[O:7]1)=[O:5])C.[Li+].[OH-], predict the reaction product. The product is: [CH3:37][CH:36]([CH3:38])[CH2:35][C@H:11]([NH:10][C:9]([C@H:8]1[O:7][C@@H:6]1[C:4]([OH:5])=[O:3])=[O:39])[C:12](=[O:34])[NH:13][CH2:14][CH2:15][CH2:16][CH2:17][NH:18][C:19](=[O:33])[CH2:20][CH2:21][CH2:22][CH2:23][C@H:24]1[C@@H:31]2[C@@H:27]([NH:28][C:29](=[O:32])[NH:30]2)[CH2:26][S:25]1. (6) Given the reactants [C:1]1([CH2:7][CH2:8][CH2:9][CH2:10][CH2:11][CH2:12][C:13]([OH:15])=O)[CH:6]=[CH:5][CH:4]=[CH:3][CH:2]=1.Cl.Cl.[CH2:18]([O:25][C:26](=[O:34])[CH2:27][C@@H:28]([NH2:33])[CH2:29][N:30]([CH3:32])[CH3:31])[C:19]1[CH:24]=[CH:23][CH:22]=[CH:21][CH:20]=1, predict the reaction product. The product is: [CH2:18]([O:25][C:26](=[O:34])[CH2:27][C@@H:28]([NH:33][C:13](=[O:15])[CH2:12][CH2:11][CH2:10][CH2:9][CH2:8][CH2:7][C:1]1[CH:2]=[CH:3][CH:4]=[CH:5][CH:6]=1)[CH2:29][N:30]([CH3:31])[CH3:32])[C:19]1[CH:24]=[CH:23][CH:22]=[CH:21][CH:20]=1. (7) Given the reactants CC([C:5]1([N:8]([CH2:12][C:13]2[CH:18]=[C:17](Cl)[CH:16]=[CH:15][C:14]=2[CH3:20])[C:9](=[O:11])[O-:10])[CH2:7][CH2:6]1)(C)C.CC1(C)C(C)(C)OB(/[CH:29]=[CH:30]/[CH2:31][O:32][CH3:33])O1.CO[C:37]1C=CC=[C:39](OC)[C:38]=1[C:45]1C=CC=CC=1P(C1CCCCC1)C1CCCCC1.P([O-])([O-])([O-])=O.[K+].[K+].[K+], predict the reaction product. The product is: [CH:5]1([N:8]([CH2:12][C:13]2[CH:18]=[C:17](/[CH:29]=[CH:30]/[CH2:31][O:32][CH3:33])[CH:16]=[CH:15][C:14]=2[CH3:20])[C:9](=[O:11])[O:10][C:38]([CH3:45])([CH3:39])[CH3:37])[CH2:6][CH2:7]1. (8) Given the reactants Br[C:2]1[CH:7]=[CH:6][C:5]([N+:8]([O-:10])=[O:9])=[CH:4][CH:3]=1.[CH3:11][O:12][C:13]([C:15]1[CH:19]=[CH:18][S:17][CH:16]=1)=[O:14].C([O-])(=O)C.[K+].C1(C)C=CC=CC=1, predict the reaction product. The product is: [CH3:11][O:12][C:13]([C:15]1[CH:19]=[CH:18][S:17][C:16]=1[C:2]1[CH:7]=[CH:6][C:5]([N+:8]([O-:10])=[O:9])=[CH:4][CH:3]=1)=[O:14]. (9) Given the reactants [NH2:1][CH2:2][C:3]([OH:5])=[O:4].[OH-].[K+:7].[H][H].[CH3:10][C:11]([CH3:13])=O, predict the reaction product. The product is: [CH:11]([NH:1][CH2:2][C:3]([O-:5])=[O:4])([CH3:13])[CH3:10].[K+:7].